Dataset: Reaction yield outcomes from USPTO patents with 853,638 reactions. Task: Predict the reaction yield, written as a fraction of the theoretical maximum amount of product (1.0 means a 100% yield; for example, 0.34 means a 34% yield). (1) The reactants are [Cl:1][C:2]1[CH:8]=[CH:7][CH:6]=[CH:5][C:3]=1[NH2:4].I[CH2:10][C:11](=[O:13])[CH3:12].C([O-])([O-])=O.[K+].[K+].CN(C=O)C. The catalyst is O. The product is [Cl:1][C:2]1[CH:8]=[CH:7][CH:6]=[CH:5][C:3]=1[NH:4][CH2:10][C:11]([CH3:12])=[O:13]. The yield is 0.770. (2) The reactants are C([N:4](C(C)C)CC)(C)C.[CH2:10]([O:17][C:18](=[O:38])[CH:19]([C:24]1[CH:29]=[CH:28][C:27]([O:30][Si](C(C)(C)C)(C)C)=[CH:26][CH:25]=1)[CH2:20][C:21](O)=[O:22])[C:11]1[CH:16]=[CH:15][CH:14]=[CH:13][CH:12]=1.[Cl-].[NH4+].CN(C(ON1N=NC2C=CC=NC1=2)=[N+](C)C)C.F[P-](F)(F)(F)(F)F. The catalyst is CN(C)C=O. The product is [NH2:4][C:21](=[O:22])[CH2:20][CH:19]([C:24]1[CH:29]=[CH:28][C:27]([OH:30])=[CH:26][CH:25]=1)[C:18]([O:17][CH2:10][C:11]1[CH:16]=[CH:15][CH:14]=[CH:13][CH:12]=1)=[O:38]. The yield is 0.600. (3) The yield is 0.380. The product is [CH3:24][O:23][C:21](=[O:22])[C:20]1[CH:25]=[CH:26][C:17]([NH:14][CH2:13][C:12]2[C:8]([C:4]3[CH:5]=[CH:6][CH:7]=[C:2]([F:1])[CH:3]=3)=[N:9][O:10][C:11]=2[CH3:15])=[N:18][CH:19]=1. The catalyst is CS(C)=O. The reactants are [F:1][C:2]1[CH:3]=[C:4]([C:8]2[C:12]([CH2:13][NH2:14])=[C:11]([CH3:15])[O:10][N:9]=2)[CH:5]=[CH:6][CH:7]=1.Cl[C:17]1[CH:26]=[CH:25][C:20]([C:21]([O:23][CH3:24])=[O:22])=[CH:19][N:18]=1.C(N(CC)C(C)C)(C)C. (4) The reactants are [CH3:1][O:2][C:3]([C:5]1[CH:10]=[C:9]([C:11]([OH:13])=O)[N:8]=[CH:7][N:6]=1)=[O:4].[CH3:14][O:15][C:16]1[CH:17]=[C:18]([CH:21]=[CH:22][CH:23]=1)[CH2:19][NH2:20].ON1C2N=CC=CC=2N=N1.CN1CCOCC1. The catalyst is CN(C)C=O. The product is [CH3:1][O:2][C:3]([C:5]1[CH:10]=[C:9]([C:11](=[O:13])[NH:20][CH2:19][C:18]2[CH:21]=[CH:22][CH:23]=[C:16]([O:15][CH3:14])[CH:17]=2)[N:8]=[CH:7][N:6]=1)=[O:4]. The yield is 0.640. (5) The reactants are [CH3:1][O:2][C:3]1[CH:4]=[CH:5][CH:6]=[C:7]2[C:12]=1[N:11]=[C:10]([CH3:13])[CH:9]=[CH:8]2.[Br:14]Br. No catalyst specified. The product is [Br:14][C:6]1[CH:5]=[CH:4][C:3]([O:2][CH3:1])=[C:12]2[C:7]=1[CH:8]=[CH:9][C:10]([CH3:13])=[N:11]2. The yield is 0.860. (6) The reactants are [F:1][C:2]([F:24])([F:23])[O:3][C:4]1[CH:9]=[CH:8][C:7]([N:10]2[CH:14]=[N:13][C:12]([C:15]3[CH:22]=[CH:21][C:18](C=O)=[CH:17][CH:16]=3)=[N:11]2)=[CH:6][CH:5]=1.C1(P(C2C=CC=CC=2)(C2C=CC=CC=2)=[C:32]([CH3:38])[C:33]([O:35][CH2:36][CH3:37])=[O:34])C=CC=CC=1.[C:51]1(C)C=CC=CC=1. No catalyst specified. The product is [CH3:51]/[C:32](=[CH:38]\[C:18]1[CH:21]=[CH:22][C:15]([C:12]2[N:13]=[CH:14][N:10]([C:7]3[CH:6]=[CH:5][C:4]([O:3][C:2]([F:1])([F:24])[F:23])=[CH:9][CH:8]=3)[N:11]=2)=[CH:16][CH:17]=1)/[C:33]([O:35][CH2:36][CH3:37])=[O:34]. The yield is 0.620. (7) The yield is 0.970. The catalyst is C(N(CC)CC)C.Cl[Pd](Cl)([P](C1C=CC=CC=1)(C1C=CC=CC=1)C1C=CC=CC=1)[P](C1C=CC=CC=1)(C1C=CC=CC=1)C1C=CC=CC=1.[Cu]I. The reactants are [F:1][C:2]1[C:8]([CH3:9])=[CH:7][C:5]([NH2:6])=[C:4](I)[CH:3]=1.[CH3:11][Si:12]([C:15]#[CH:16])([CH3:14])[CH3:13]. The product is [F:1][C:2]1[C:8]([CH3:9])=[CH:7][C:5]([NH2:6])=[C:4]([C:16]#[C:15][Si:12]([CH3:14])([CH3:13])[CH3:11])[CH:3]=1. (8) The reactants are C(OC([N:8]1[C:12]2[CH:13]=[CH:14][CH:15]=[CH:16][C:11]=2[N:10]=[C:9]1[CH2:17][N:18]([CH2:30][CH2:31][CH2:32][CH2:33][N:34]1C(=O)C2C(=CC=CC=2)C1=O)[CH:19]1[C:28]2[N:27]=[C:26]([CH3:29])[CH:25]=[CH:24][C:23]=2[CH2:22][CH2:21][CH2:20]1)=O)(C)(C)C.O.NN. The catalyst is C(O)C. The product is [NH:8]1[C:12]2[CH:13]=[CH:14][CH:15]=[CH:16][C:11]=2[N:10]=[C:9]1[CH2:17][N:18]([CH:19]1[C:28]2[N:27]=[C:26]([CH3:29])[CH:25]=[CH:24][C:23]=2[CH2:22][CH2:21][CH2:20]1)[CH2:30][CH2:31][CH2:32][CH2:33][NH2:34]. The yield is 0.590. (9) The reactants are Cl[C:2]1[N:7]=[C:6]([Cl:8])[CH:5]=[C:4]([Cl:9])[N:3]=1.Cl[C:11]1[CH:12]=[C:13]([CH:16]=[CH:17][C:18]=1[NH2:19])[O:14][CH3:15].C(N(CC)CC)C.C(Cl)(Cl)[Cl:28].CCCCCC. No catalyst specified. The product is [Cl:28][C:12]1[CH:11]=[C:18]([NH:19][C:2]2[N:7]=[C:6]([Cl:8])[CH:5]=[C:4]([Cl:9])[N:3]=2)[CH:17]=[CH:16][C:13]=1[O:14][CH3:15]. The yield is 0.220.